The task is: Regression/Classification. Given a drug SMILES string, predict its absorption, distribution, metabolism, or excretion properties. Task type varies by dataset: regression for continuous measurements (e.g., permeability, clearance, half-life) or binary classification for categorical outcomes (e.g., BBB penetration, CYP inhibition). Dataset: cyp3a4_veith.. This data is from CYP3A4 inhibition data for predicting drug metabolism from PubChem BioAssay. (1) The compound is COc1cc(/C=C(\C#N)C(N)=O)cc(CSc2nc3ccccc3s2)c1O. The result is 1 (inhibitor). (2) The drug is CCC[C@H]1C[C@H](C(=O)N[C@@H]([C@H](C)O)[C@@H]2O[C@H](SC)[C@@H](O)[C@H](O)[C@@H]2O)N(C)C1. The result is 0 (non-inhibitor). (3) The result is 1 (inhibitor). The drug is O/N=C/c1cc(Br)ccc1OCc1cccc(F)c1. (4) The molecule is CCCc1cc2c(n1Cc1ccc(C)cc1)C(C)C1CN(C(=O)c3ccccc3)C(C)(C(=O)OC)C21. The result is 1 (inhibitor).